This data is from Catalyst prediction with 721,799 reactions and 888 catalyst types from USPTO. The task is: Predict which catalyst facilitates the given reaction. (1) Reactant: [Cl:1][C:2]1[N:3]=[CH:4][C:5]2[NH:11][C:10](=[O:12])[CH2:9][CH2:8][N:7]([CH:13]3[CH2:16][CH2:15][CH2:14]3)[C:6]=2[N:17]=1.[C:18](=O)([O-])[O-].[Cs+].[Cs+].IC.O. Product: [Cl:1][C:2]1[N:3]=[CH:4][C:5]2[N:11]([CH3:18])[C:10](=[O:12])[CH2:9][CH2:8][N:7]([CH:13]3[CH2:16][CH2:15][CH2:14]3)[C:6]=2[N:17]=1. The catalyst class is: 9. (2) Reactant: [Si:1]([O:8][C:9]1[CH:10]=[CH:11][CH:12]=[C:13]2[C:18]=1[N:17]=[C:16](/[CH:19]=[N:20]/[NH:21][C:22]1[CH:27]=[C:26]([O:28][CH2:29][CH2:30][O:31][CH3:32])[CH:25]=[CH:24][N:23]=1)[CH:15]=[CH:14]2)([C:4]([CH3:7])([CH3:6])[CH3:5])([CH3:3])[CH3:2].C(O)(=O)C.C(O)(=O)C.I(C1C=CC=CC=1)=O. Product: [Si:1]([O:8][C:9]1[CH:10]=[CH:11][CH:12]=[C:13]2[C:18]=1[N:17]=[C:16]([C:19]1[N:23]3[CH:24]=[CH:25][C:26]([O:28][CH2:29][CH2:30][O:31][CH3:32])=[CH:27][C:22]3=[N:21][N:20]=1)[CH:15]=[CH:14]2)([C:4]([CH3:7])([CH3:6])[CH3:5])([CH3:3])[CH3:2]. The catalyst class is: 2. (3) Reactant: [F:1][C:2]1[CH:30]=[CH:29][C:5]2[S:6][C:7]([C:9]3[C:18]([N:19]4[CH2:23][CH2:22][CH2:21][C@@H:20]4[CH3:24])=[N:17][C:16]4[C:11](=[CH:12][CH:13]=[C:14]([C:25]([O:27]C)=[O:26])[CH:15]=4)[N:10]=3)=[CH:8][C:4]=2[CH:3]=1.[OH-].[Na+]. Product: [F:1][C:2]1[CH:30]=[CH:29][C:5]2[S:6][C:7]([C:9]3[C:18]([N:19]4[CH2:23][CH2:22][CH2:21][C@@H:20]4[CH3:24])=[N:17][C:16]4[C:11](=[CH:12][CH:13]=[C:14]([C:25]([OH:27])=[O:26])[CH:15]=4)[N:10]=3)=[CH:8][C:4]=2[CH:3]=1. The catalyst class is: 254.